Predict which catalyst facilitates the given reaction. From a dataset of Catalyst prediction with 721,799 reactions and 888 catalyst types from USPTO. Reactant: [F:1][C:2]1[CH:19]=[CH:18][C:5]2[N:6]([C:11]([O:13][C:14]([CH3:17])([CH3:16])[CH3:15])=[O:12])[C:7](=[O:10])[CH2:8][O:9][C:4]=2[CH:3]=1.CC(C[AlH]CC(C)C)C. Product: [F:1][C:2]1[CH:19]=[CH:18][C:5]2[N:6]([C:11]([O:13][C:14]([CH3:15])([CH3:16])[CH3:17])=[O:12])[CH:7]([OH:10])[CH2:8][O:9][C:4]=2[CH:3]=1. The catalyst class is: 1.